Dataset: Catalyst prediction with 721,799 reactions and 888 catalyst types from USPTO. Task: Predict which catalyst facilitates the given reaction. (1) Reactant: C(OC(=O)[N:7]([CH2:25][C:26]1[CH:34]=[CH:33][C:29]2[O:30][CH2:31][O:32][C:28]=2[CH:27]=1)[CH2:8][CH2:9][NH:10][CH:11]([C:13]1[CH:18]=[C:17]([CH3:19])[N:16]=[C:15]([N:20]2[CH:24]=[CH:23][N:22]=[CH:21]2)[N:14]=1)[CH3:12])(C)(C)C. The catalyst class is: 157. Product: [O:30]1[C:29]2[CH:33]=[CH:34][C:26]([CH2:25][NH:7][CH2:8][CH2:9][NH:10][CH:11]([C:13]3[CH:18]=[C:17]([CH3:19])[N:16]=[C:15]([N:20]4[CH:24]=[CH:23][N:22]=[CH:21]4)[N:14]=3)[CH3:12])=[CH:27][C:28]=2[O:32][CH2:31]1. (2) Reactant: [CH:1]1[NH:2][CH:3]=[C:4]2[C:8](=[O:9])[CH2:7][CH2:6][C:5]=12.[Br:10]N1C(=O)CCC1=O. Product: [Br:10][C:1]1[NH:2][CH:3]=[C:4]2[C:8](=[O:9])[CH2:7][CH2:6][C:5]=12. The catalyst class is: 7. (3) Reactant: C([O:9][C@H:10]1[C@@H:15]([O:16]C(=O)C2C=CC=CC=2)[C@H:14]([O:25]C(=O)C2C=CC=CC=2)[C@@H:13]([CH2:34][O:35]C(=O)C2C=CC=CC=2)[O:12][C@@H:11]1[O:44][C@H:45]1[C@H:50]([O:51][CH2:52][C:53]2[CH:58]=[CH:57][CH:56]=[CH:55][CH:54]=2)[C@@H:49]([CH2:59][O:60][C@H:61]2[O:93][C@H:92]([CH2:94][O:95]C(=O)C3C=CC=CC=3)[C@@H:82]([O:83]C(=O)C3C=CC=CC=3)[C@H:72]([O:73]C(=O)C3C=CC=CC=3)[C@@H:62]2[O:63]C(=O)C2C=CC=CC=2)[O:48][C@@H:47]([O:104][CH2:105][CH2:106][NH:107][C:108](=[O:117])[O:109][CH2:110][C:111]2[CH:116]=[CH:115][CH:114]=[CH:113][CH:112]=2)[C@@H:46]1[O:118]C(=O)C1C=CC=CC=1)(=O)C1C=CC=CC=1.O(C)[Na]. Product: [C@H:11]1([O:44][C@H:45]2[C@H:50]([O:51][CH2:52][C:53]3[CH:54]=[CH:55][CH:56]=[CH:57][CH:58]=3)[C@@H:49]([CH2:59][O:60][C@H:61]3[O:93][C@H:92]([CH2:94][OH:95])[C@@H:82]([OH:83])[C@H:72]([OH:73])[C@@H:62]3[OH:63])[O:48][C@@H:47]([O:104][CH2:105][CH2:106][NH:107][C:108](=[O:117])[O:109][CH2:110][C:111]3[CH:112]=[CH:113][CH:114]=[CH:115][CH:116]=3)[C@@H:46]2[OH:118])[O:12][C@H:13]([CH2:34][OH:35])[C@@H:14]([OH:25])[C@H:15]([OH:16])[C@@H:10]1[OH:9]. The catalyst class is: 5.